The task is: Predict the reactants needed to synthesize the given product.. This data is from Full USPTO retrosynthesis dataset with 1.9M reactions from patents (1976-2016). (1) The reactants are: [CH3:1][C:2]1([CH3:10])[CH2:7][C:6](=[O:8])[CH2:5][C:4](=[O:9])[CH2:3]1.C(=O)([O-])[O-].[Na+].[Na+].[S:17](O[S:17]([C:20]([F:23])([F:22])[F:21])(=[O:19])=[O:18])([C:20]([F:23])([F:22])[F:21])(=[O:19])=[O:18]. Given the product [F:21][C:20]([F:23])([F:22])[S:17]([O:8][C:6]1[CH2:7][C:2]([CH3:10])([CH3:1])[CH2:3][C:4](=[O:9])[CH:5]=1)(=[O:19])=[O:18], predict the reactants needed to synthesize it. (2) Given the product [CH3:38][O:39][C:40](=[O:50])[CH2:41][C:42]1[CH:47]=[CH:46][C:45]([C:68]2[CH:67]=[CH:66][C:65]([C:62]([CH2:80][CH3:81])([C:59]3[CH:60]=[CH:61][C:56](/[CH:55]=[CH:54]/[C:53]([CH2:83][CH3:84])([OH:85])[CH2:51][CH3:52])=[C:57]([CH3:82])[CH:58]=3)[CH2:63][CH3:64])=[CH:70][CH:69]=2)=[CH:44][C:43]=1[F:49], predict the reactants needed to synthesize it. The reactants are: C1(P(C2CCCCC2)C2C=CC=CC=2C2C(OC)=CC=CC=2OC)CCCCC1.P([O-])([O-])([O-])=O.[K+].[K+].[K+].[CH3:38][O:39][C:40](=[O:50])[CH2:41][C:42]1[CH:47]=[CH:46][C:45](Cl)=[CH:44][C:43]=1[F:49].[CH2:51]([C:53]([OH:85])([CH2:83][CH3:84])/[CH:54]=[CH:55]/[C:56]1[CH:61]=[CH:60][C:59]([C:62]([CH2:80][CH3:81])([C:65]2[CH:70]=[CH:69][C:68](B3OC(C)(C)C(C)(C)O3)=[CH:67][CH:66]=2)[CH2:63][CH3:64])=[CH:58][C:57]=1[CH3:82])[CH3:52]. (3) Given the product [CH3:5][C:6]1[CH:7]=[CH:8][C:9]([CH2:12][O:13][C:14]2[CH:19]=[CH:18][CH:17]=[CH:16][CH:15]=2)=[CH:10][N:11]=1, predict the reactants needed to synthesize it. The reactants are: S(Cl)(Cl)=O.[CH3:5][C:6]1[N:11]=[CH:10][C:9]([CH2:12][OH:13])=[CH:8][CH:7]=1.[C:14]1(O)[CH:19]=[CH:18][CH:17]=[CH:16][CH:15]=1.C(=O)([O-])[O-].[K+].[K+].